Dataset: Forward reaction prediction with 1.9M reactions from USPTO patents (1976-2016). Task: Predict the product of the given reaction. (1) The product is: [Cl:1][C:2]1[CH:3]=[C:4]([O:8][C:9]2[CH:14]=[CH:13][C:12]([CH2:15][O:16][C:19]3[CH:20]=[C:21]4[N:28]([CH3:29])[C@@H:27]([CH3:30])[CH2:26][N:22]4[C:23](=[O:25])[N:24]=3)=[CH:11][C:10]=2[F:17])[CH:5]=[N:6][CH:7]=1. Given the reactants [Cl:1][C:2]1[CH:3]=[C:4]([O:8][C:9]2[CH:14]=[CH:13][C:12]([CH2:15][OH:16])=[CH:11][C:10]=2[F:17])[CH:5]=[N:6][CH:7]=1.Cl[C:19]1[CH:20]=[C:21]2[N:28]([CH3:29])[C@@H:27]([CH3:30])[CH2:26][N:22]2[C:23](=[O:25])[N:24]=1, predict the reaction product. (2) The product is: [O:8]=[C:6]1[N:5]([C:9]2[CH:18]=[C:17]3[C:12]([CH:13]=[C:14]([C:20]4[CH:25]=[CH:24][CH:23]=[CH:22][C:21]=4[C:26]([F:28])([F:27])[F:29])[NH:15][C:16]3=[O:19])=[CH:11][CH:10]=2)[CH2:4][C@H:3]([CH2:2][NH:1][S:37]([CH3:36])(=[O:39])=[O:38])[O:7]1. Given the reactants [NH2:1][CH2:2][C@@H:3]1[O:7][C:6](=[O:8])[N:5]([C:9]2[CH:18]=[C:17]3[C:12]([CH:13]=[C:14]([C:20]4[CH:25]=[CH:24][CH:23]=[CH:22][C:21]=4[C:26]([F:29])([F:28])[F:27])[NH:15][C:16]3=[O:19])=[CH:11][CH:10]=2)[CH2:4]1.N1C=CC=CC=1.[CH3:36][S:37](Cl)(=[O:39])=[O:38].O, predict the reaction product.